The task is: Regression. Given a peptide amino acid sequence and an MHC pseudo amino acid sequence, predict their binding affinity value. This is MHC class II binding data.. This data is from Peptide-MHC class II binding affinity with 134,281 pairs from IEDB. (1) The peptide sequence is GELQIVDAIDAAFKI. The MHC is DRB1_0701 with pseudo-sequence DRB1_0701. The binding affinity (normalized) is 0.782. (2) The peptide sequence is PQQQTLQPQQPAQL. The MHC is DRB4_0101 with pseudo-sequence DRB4_0103. The binding affinity (normalized) is 0.614.